From a dataset of hERG potassium channel inhibition data for cardiac toxicity prediction from Karim et al.. Regression/Classification. Given a drug SMILES string, predict its toxicity properties. Task type varies by dataset: regression for continuous values (e.g., LD50, hERG inhibition percentage) or binary classification for toxic/non-toxic outcomes (e.g., AMES mutagenicity, cardiotoxicity, hepatotoxicity). Dataset: herg_karim. The molecule is COc1ccc(CCCN2C(=O)N(NS(C)(=O)=O)C[C@H]2c2ccc(OC)cc2)cc1. The result is 0 (non-blocker).